Dataset: Catalyst prediction with 721,799 reactions and 888 catalyst types from USPTO. Task: Predict which catalyst facilitates the given reaction. (1) Reactant: [Cl:1][C:2]1[CH:3]=[CH:4][C:5]([O:17][CH2:18][CH3:19])=[C:6]([C:8]2[CH:13]=[CH:12][C:11]([CH:14]([NH2:16])[CH3:15])=[CH:10][CH:9]=2)[CH:7]=1.C(N(CC)CC)C.[Cl:27][C:28]1[N:32]([CH3:33])[N:31]=[C:30]([CH3:34])[C:29]=1[S:35](Cl)(=[O:37])=[O:36]. Product: [Cl:1][C:2]1[CH:3]=[CH:4][C:5]([O:17][CH2:18][CH3:19])=[C:6]([C:8]2[CH:13]=[CH:12][C:11]([C@H:14]([NH:16][S:35]([C:29]3[C:30]([CH3:34])=[N:31][N:32]([CH3:33])[C:28]=3[Cl:27])(=[O:36])=[O:37])[CH3:15])=[CH:10][CH:9]=2)[CH:7]=1. The catalyst class is: 4. (2) Product: [Br:1][C:2]1[S:6][C:5]([C:7]([OH:9])=[O:8])=[C:4]([CH2:11][OH:16])[CH:3]=1. The catalyst class is: 72. Reactant: [Br:1][C:2]1[S:6][C:5]([C:7]([O:9]C)=[O:8])=[C:4]([CH2:11]Br)[CH:3]=1.C1C[O:16]CC1.[OH-].[Li+].Cl. (3) Reactant: [NH2:1][CH2:2][CH2:3][C:4]([NH:6][CH2:7][CH2:8][C:9]1[CH:14]=[CH:13][CH:12]=[C:11]([O:15][CH3:16])[CH:10]=1)=[O:5].[CH3:17][O:18][C:19]([C:21]1[CH:29]=[CH:28][C:24]([C:25](O)=[O:26])=[CH:23][CH:22]=1)=[O:20].OC1C2N=NNC=2C=CC=1.C(N(CC)CC)C.C(N=C=NCCCN(C)C)C. Product: [CH3:16][O:15][C:11]1[CH:10]=[C:9]([CH:14]=[CH:13][CH:12]=1)[CH2:8][CH2:7][NH:6][C:4](=[O:5])[CH2:3][CH2:2][NH:1][C:25]([C:24]1[CH:28]=[CH:29][C:21]([C:19]([O:18][CH3:17])=[O:20])=[CH:22][CH:23]=1)=[O:26]. The catalyst class is: 9. (4) The catalyst class is: 18. Reactant: [C:1]([O:5][C:6]([NH:8][C@@H:9]1[CH2:11][C@H:10]1[C:12]1[CH:13]=[C:14]([C:18]([OH:20])=O)[S:15][C:16]=1[CH3:17])=[O:7])([CH3:4])([CH3:3])[CH3:2].Cl.[F:22][C:23]1([F:30])[CH2:28][CH2:27][CH:26]([NH2:29])[CH2:25][CH2:24]1.C(N(CC)CC)C.F[P-](F)(F)(F)(F)F.N1(OC(N(C)C)=[N+](C)C)C2N=CC=CC=2N=N1. Product: [C:1]([O:5][C:6](=[O:7])[NH:8][C@@H:9]1[CH2:11][C@H:10]1[C:12]1[CH:13]=[C:14]([C:18](=[O:20])[NH:29][CH:26]2[CH2:27][CH2:28][C:23]([F:30])([F:22])[CH2:24][CH2:25]2)[S:15][C:16]=1[CH3:17])([CH3:2])([CH3:3])[CH3:4]. (5) Reactant: [CH2:1]([O:8][C:9]1[CH:24]=[CH:23][C:12]([CH2:13][NH:14][CH2:15][CH2:16][C:17]2[CH:22]=[CH:21][CH:20]=[CH:19][N:18]=2)=[CH:11][C:10]=1[O:25][CH3:26])[C:2]1[CH:7]=[CH:6][CH:5]=[CH:4][CH:3]=1.[O:27]1[CH2:29][CH:28]1[C:30]1[CH:35]=[CH:34][CH:33]=[CH:32][CH:31]=1.[N-]=C=O.NCCN(CCN)CCN. Product: [CH2:1]([O:8][C:9]1[CH:24]=[CH:23][C:12]([CH2:13][N:14]([CH2:29][CH:28]([C:30]2[CH:35]=[CH:34][CH:33]=[CH:32][CH:31]=2)[OH:27])[CH2:15][CH2:16][C:17]2[CH:22]=[CH:21][CH:20]=[CH:19][N:18]=2)=[CH:11][C:10]=1[O:25][CH3:26])[C:2]1[CH:3]=[CH:4][CH:5]=[CH:6][CH:7]=1. The catalyst class is: 5. (6) The catalyst class is: 1. Product: [CH3:20][C:10]1[C:9]2[C:13](=[CH:14][CH:15]=[C:16]([CH3:17])[C:8]=2[C:6]2[N:7]=[C:2]([O:38][CH2:37][CH2:36][F:35])[C:3]3[CH2:24][N:23]([C:25]4[CH:30]=[C:29]([CH:31]([CH3:32])[CH3:33])[CH:28]=[CH:27][C:26]=4[CH3:34])[CH2:22][CH2:21][C:4]=3[N:5]=2)[NH:12][N:11]=1. Reactant: Cl[C:2]1[C:3]2[CH2:24][N:23]([C:25]3[CH:30]=[C:29]([CH:31]([CH3:33])[CH3:32])[CH:28]=[CH:27][C:26]=3[CH3:34])[CH2:22][CH2:21][C:4]=2[N:5]=[C:6]([C:8]2[C:16]([CH3:17])=[CH:15][CH:14]=[C:13]3[C:9]=2[C:10]([CH3:20])=[N:11][N:12]3C=O)[N:7]=1.[F:35][CH2:36][CH2:37][OH:38].[H-].[Na+].